Dataset: Forward reaction prediction with 1.9M reactions from USPTO patents (1976-2016). Task: Predict the product of the given reaction. The product is: [CH2:3]=[CH:4][C:5](=[CH2:6])[CH3:10].[CH2:16]=[CH:17][C:18]1[CH:23]=[CH:22][CH:21]=[CH:20][CH:19]=1. Given the reactants CO.[CH2:3]=[CH:4][C:5]1[CH:10]=CC=C[CH:6]=1.C=CC(=C)C.[CH2:16]=[CH:17][C:18]1[CH:23]=[CH:22][CH:21]=[CH:20][CH:19]=1, predict the reaction product.